Dataset: Catalyst prediction with 721,799 reactions and 888 catalyst types from USPTO. Task: Predict which catalyst facilitates the given reaction. (1) Reactant: [CH2:1]([N:8]1[CH2:12][CH2:11][C@@H:10]([NH:13][C:14]([C:16]2C=[N:20][CH:19]=[C:18](Cl)[N:17]=2)=O)[CH2:9]1)[C:2]1[CH:7]=[CH:6][CH:5]=[CH:4][CH:3]=1.[C:23](O[C:23]([O:25][C:26]([CH3:29])([CH3:28])[CH3:27])=[O:24])([O:25][C:26]([CH3:29])([CH3:28])[CH3:27])=[O:24].[Cl-:38].[Na+].O. Product: [CH2:1]([N:8]1[CH2:12][CH2:11][C@@H:10]([N:13]([C:14]2[CH:16]=[N:17][CH:18]=[C:19]([Cl:38])[N:20]=2)[C:23](=[O:24])[O:25][C:26]([CH3:29])([CH3:28])[CH3:27])[CH2:9]1)[C:2]1[CH:3]=[CH:4][CH:5]=[CH:6][CH:7]=1. The catalyst class is: 594. (2) Reactant: [OH:1][CH2:2][C:3]1[CH:8]=[CH:7][C:6]([NH:9][C:10](=[O:12])[CH3:11])=[C:5]([I:13])[CH:4]=1.O. Product: [CH:2]([C:3]1[CH:8]=[CH:7][C:6]([NH:9][C:10](=[O:12])[CH3:11])=[C:5]([I:13])[CH:4]=1)=[O:1]. The catalyst class is: 16.